Dataset: NCI-60 drug combinations with 297,098 pairs across 59 cell lines. Task: Regression. Given two drug SMILES strings and cell line genomic features, predict the synergy score measuring deviation from expected non-interaction effect. (1) Drug 1: CC1CCC2CC(C(=CC=CC=CC(CC(C(=O)C(C(C(=CC(C(=O)CC(OC(=O)C3CCCCN3C(=O)C(=O)C1(O2)O)C(C)CC4CCC(C(C4)OC)OCCO)C)C)O)OC)C)C)C)OC. Drug 2: CN(CC1=CN=C2C(=N1)C(=NC(=N2)N)N)C3=CC=C(C=C3)C(=O)NC(CCC(=O)O)C(=O)O. Cell line: A498. Synergy scores: CSS=21.5, Synergy_ZIP=-9.31, Synergy_Bliss=-5.73, Synergy_Loewe=-8.51, Synergy_HSA=-4.11. (2) Drug 1: CN1CCC(CC1)COC2=C(C=C3C(=C2)N=CN=C3NC4=C(C=C(C=C4)Br)F)OC. Drug 2: CC1CCCC2(C(O2)CC(NC(=O)CC(C(C(=O)C(C1O)C)(C)C)O)C(=CC3=CSC(=N3)C)C)C. Cell line: OVCAR3. Synergy scores: CSS=23.1, Synergy_ZIP=-3.67, Synergy_Bliss=1.23, Synergy_Loewe=0.617, Synergy_HSA=1.29. (3) Drug 1: C1C(C(OC1N2C=C(C(=O)NC2=O)F)CO)O. Drug 2: CC12CCC3C(C1CCC2OP(=O)(O)O)CCC4=C3C=CC(=C4)OC(=O)N(CCCl)CCCl.[Na+]. Cell line: NCI/ADR-RES. Synergy scores: CSS=-3.70, Synergy_ZIP=2.12, Synergy_Bliss=0.373, Synergy_Loewe=-3.36, Synergy_HSA=-3.85. (4) Drug 2: CCCCCOC(=O)NC1=NC(=O)N(C=C1F)C2C(C(C(O2)C)O)O. Synergy scores: CSS=-3.03, Synergy_ZIP=1.90, Synergy_Bliss=0.494, Synergy_Loewe=4.32, Synergy_HSA=-1.76. Cell line: TK-10. Drug 1: C1=NC2=C(N1)C(=S)N=CN2. (5) Drug 1: CC1CCC2CC(C(=CC=CC=CC(CC(C(=O)C(C(C(=CC(C(=O)CC(OC(=O)C3CCCCN3C(=O)C(=O)C1(O2)O)C(C)CC4CCC(C(C4)OC)OCCO)C)C)O)OC)C)C)C)OC. Drug 2: CC1=C(C(=O)C2=C(C1=O)N3CC4C(C3(C2COC(=O)N)OC)N4)N. Cell line: SNB-75. Synergy scores: CSS=25.7, Synergy_ZIP=-5.93, Synergy_Bliss=0.700, Synergy_Loewe=1.97, Synergy_HSA=2.67.